Dataset: Forward reaction prediction with 1.9M reactions from USPTO patents (1976-2016). Task: Predict the product of the given reaction. Given the reactants [F:1][CH2:2][C:3]1[N:4]=[CH:5][C:6]([C:9]([OH:11])=O)=[N:7][CH:8]=1.[NH2:12][C:13]1[CH:14]=[CH:15][C:16]([F:33])=[C:17]([C@:19]23[CH2:27][O:26][C@H:25]([C:28]([F:31])([F:30])[F:29])[C@H:24]2[CH2:23][S:22][C:21]([NH2:32])=[N:20]3)[CH:18]=1.[OH-].[NH4+], predict the reaction product. The product is: [NH2:32][C:21]1[S:22][CH2:23][C@@H:24]2[C@@H:25]([C:28]([F:31])([F:29])[F:30])[O:26][CH2:27][C@:19]2([C:17]2[CH:18]=[C:13]([NH:12][C:9]([C:6]3[CH:5]=[N:4][C:3]([CH2:2][F:1])=[CH:8][N:7]=3)=[O:11])[CH:14]=[CH:15][C:16]=2[F:33])[N:20]=1.